This data is from Peptide-MHC class II binding affinity with 134,281 pairs from IEDB. The task is: Regression. Given a peptide amino acid sequence and an MHC pseudo amino acid sequence, predict their binding affinity value. This is MHC class II binding data. (1) The peptide sequence is GKEELQEIPTMLKKG. The MHC is DRB1_0301 with pseudo-sequence DRB1_0301. The binding affinity (normalized) is 0.555. (2) The peptide sequence is LHKLGYILRDVSKKE. The MHC is DRB1_0802 with pseudo-sequence DRB1_0802. The binding affinity (normalized) is 0.506. (3) The peptide sequence is VLNRKTFEREYPTIK. The MHC is HLA-DQA10501-DQB10302 with pseudo-sequence HLA-DQA10501-DQB10302. The binding affinity (normalized) is 0.